This data is from Merck oncology drug combination screen with 23,052 pairs across 39 cell lines. The task is: Regression. Given two drug SMILES strings and cell line genomic features, predict the synergy score measuring deviation from expected non-interaction effect. Drug 1: CS(=O)(=O)CCNCc1ccc(-c2ccc3ncnc(Nc4ccc(OCc5cccc(F)c5)c(Cl)c4)c3c2)o1. Drug 2: NC(=O)c1cccc2cn(-c3ccc(C4CCCNC4)cc3)nc12. Cell line: CAOV3. Synergy scores: synergy=14.9.